From a dataset of Forward reaction prediction with 1.9M reactions from USPTO patents (1976-2016). Predict the product of the given reaction. (1) The product is: [NH2:9][C:5]1[CH2:6][O:7][CH2:8][C:2]([F:1])([F:20])[C@@:3]2([C:18]3[C:13](=[CH:14][CH:15]=[C:16]([NH:19][C:28](=[O:29])[C:25]4[CH:24]=[CH:23][C:22]([Cl:21])=[CH:27][N:26]=4)[CH:17]=3)[CH2:12][CH2:11][CH2:10]2)[N:4]=1. Given the reactants [F:1][C:2]1([F:20])[CH2:8][O:7][CH2:6][C:5]([NH2:9])=[N:4][C@@:3]21[C:18]1[C:13](=[CH:14][CH:15]=[C:16]([NH2:19])[CH:17]=1)[CH2:12][CH2:11][CH2:10]2.[Cl:21][C:22]1[CH:23]=[CH:24][C:25]([C:28](O)=[O:29])=[N:26][CH:27]=1, predict the reaction product. (2) Given the reactants Cl[C:2]1[N:7]=[C:6]([NH:8][C:9]2[CH:18]=[CH:17][CH:16]=[CH:15][C:10]=2[C:11]([NH:13][CH3:14])=[O:12])[C:5]([C:19]([F:22])([F:21])[F:20])=[CH:4][N:3]=1.[N:23]1([CH:29]2[CH2:35][CH2:34][C:33]3[CH:36]=[C:37]([NH2:40])[CH:38]=[CH:39][C:32]=3[CH2:31][CH2:30]2)[CH2:28][CH2:27][O:26][CH2:25][CH2:24]1, predict the reaction product. The product is: [CH3:14][NH:13][C:11](=[O:12])[C:10]1[CH:15]=[CH:16][CH:17]=[CH:18][C:9]=1[NH:8][C:6]1[C:5]([C:19]([F:22])([F:21])[F:20])=[CH:4][N:3]=[C:2]([NH:40][C:37]2[CH:38]=[CH:39][C:32]3[CH2:31][CH2:30][CH:29]([N:23]4[CH2:28][CH2:27][O:26][CH2:25][CH2:24]4)[CH2:35][CH2:34][C:33]=3[CH:36]=2)[N:7]=1. (3) Given the reactants [NH2:1][C:2]1[CH:3]=[CH:4][CH:5]=[C:6]2[C:11]=1[C:10](=[O:12])[N:9]([CH3:13])[CH:8]=[CH:7]2.CO, predict the reaction product. The product is: [NH2:1][C:2]1[CH:3]=[CH:4][CH:5]=[C:6]2[C:11]=1[C:10](=[O:12])[N:9]([CH3:13])[CH2:8][CH2:7]2. (4) Given the reactants [F-].C([N+](CCCC)(CCCC)CCCC)CCC.[F:19][C:20]1[CH:27]=[CH:26][C:25]([C:28]#[C:29][Si](C)(C)C)=[CH:24][C:21]=1[C:22]#[N:23], predict the reaction product. The product is: [C:28]([C:25]1[CH:26]=[CH:27][C:20]([F:19])=[C:21]([CH:24]=1)[C:22]#[N:23])#[CH:29].